Dataset: Retrosynthesis with 50K atom-mapped reactions and 10 reaction types from USPTO. Task: Predict the reactants needed to synthesize the given product. (1) The reactants are: Nc1cccc(Cl)c1.O=C(Cl)c1cccc2cc(Oc3ccncc3)ccc12. Given the product O=C(Nc1cccc(Cl)c1)c1cccc2cc(Oc3ccncc3)ccc12, predict the reactants needed to synthesize it. (2) The reactants are: COC(=O)c1ccc(NCc2cc(-c3ccc(Cl)s3)on2)c([N+](=O)[O-])c1. Given the product COC(=O)c1ccc(NCc2cc(-c3ccc(Cl)s3)on2)c(N)c1, predict the reactants needed to synthesize it. (3) Given the product Nc1ncc(-c2ccc(CCC(=O)O)cc2)cc1C(=O)Nc1ccncc1, predict the reactants needed to synthesize it. The reactants are: Nc1ncc(Br)cc1C(=O)Nc1ccncc1.O=C(O)CCc1ccc(B(O)O)cc1. (4) Given the product CCCc1c(OCc2cccc(NS(=O)(=O)c3cccc(C#N)c3)c2)ccc(C(C)=O)c1O, predict the reactants needed to synthesize it. The reactants are: CCCc1c(OCc2cccc(N)c2)ccc(C(C)=O)c1O.N#Cc1cccc(S(=O)(=O)Cl)c1. (5) Given the product Oc1ccc(C2=C(CCCCCBr)c3ccc(O)cc3CCC2)cc1, predict the reactants needed to synthesize it. The reactants are: BrC(Br)(Br)Br.OCCCCCC1=C(c2ccc(O)cc2)CCCc2cc(O)ccc21.